From a dataset of Catalyst prediction with 721,799 reactions and 888 catalyst types from USPTO. Predict which catalyst facilitates the given reaction. (1) Reactant: [CH3:1][CH:2]([CH2:5][CH2:6][CH2:7][C:8]1[CH:13]=[CH:12][CH:11]=[CH:10][CH:9]=1)[CH2:3][OH:4].[H][H]. Product: [CH:8]1([CH2:7][CH2:6][CH2:5][CH:2]([CH3:1])[CH2:3][OH:4])[CH2:13][CH2:12][CH2:11][CH2:10][CH2:9]1. The catalyst class is: 45. (2) Reactant: [C:1]([S:5]([NH:7][C@H:8]([C:20]1[CH:25]=[CH:24][C:23]([O:26][CH2:27][C:28]([F:31])([F:30])[F:29])=[CH:22][N:21]=1)[C:9]1[N:10]=[N:11][N:12]([C:14]([CH3:19])([CH3:18])[C:15]([OH:17])=[O:16])[CH:13]=1)=[O:6])([CH3:4])([CH3:3])[CH3:2].[Si](C=[N+]=[N-])(C)(C)[CH3:33]. Product: [C:1]([S:5]([NH:7][C@H:8]([C:20]1[CH:25]=[CH:24][C:23]([O:26][CH2:27][C:28]([F:30])([F:29])[F:31])=[CH:22][N:21]=1)[C:9]1[N:10]=[N:11][N:12]([C:14]([CH3:19])([CH3:18])[C:15]([O:17][CH3:33])=[O:16])[CH:13]=1)=[O:6])([CH3:2])([CH3:3])[CH3:4]. The catalyst class is: 224. (3) Reactant: [CH3:1][C:2]1[CH:3]=[C:4]([CH:21]=[C:22]([CH3:24])[CH:23]=1)[NH:5][C:6]([CH2:8][C:9]1[CH:20]=[CH:19][C:12]([O:13][CH:14]([CH3:18])[C:15]([OH:17])=[O:16])=[CH:11][CH:10]=1)=[O:7].[CH3:25]O. Product: [CH3:24][C:22]1[CH:21]=[C:4]([CH:3]=[C:2]([CH3:1])[CH:23]=1)[NH:5][C:6]([CH2:8][C:9]1[CH:10]=[CH:11][C:12]([O:13][CH:14]([CH2:18][CH3:25])[C:15]([OH:17])=[O:16])=[CH:19][CH:20]=1)=[O:7]. The catalyst class is: 8. (4) Reactant: [C:1]([NH:4][C:5]1[CH:13]=[CH:12][C:8]([C:9](O)=[O:10])=[C:7]([CH3:14])[CH:6]=1)(=[O:3])[CH3:2].B.C1COCC1. Product: [OH:10][CH2:9][C:8]1[CH:12]=[CH:13][C:5]([NH:4][C:1](=[O:3])[CH3:2])=[CH:6][C:7]=1[CH3:14]. The catalyst class is: 1. (5) Reactant: [Br:1][C:2]1[CH:7]=[CH:6][C:5]([OH:8])=[CH:4][CH:3]=1.Cl[C:10]1[CH:15]=[CH:14][C:13]([C:16]([F:19])([F:18])[F:17])=[CH:12][N:11]=1.C([O-])([O-])=O.[K+].[K+].O. The catalyst class is: 23. Product: [Br:1][C:2]1[CH:7]=[CH:6][C:5]([O:8][C:10]2[CH:15]=[CH:14][C:13]([C:16]([F:19])([F:18])[F:17])=[CH:12][N:11]=2)=[CH:4][CH:3]=1. (6) Reactant: [F:1][C:2]1[CH:9]=[CH:8][CH:7]=[CH:6][C:3]=1[CH:4]=O.[CH3:10][CH:11]1[CH2:16][CH:15]([OH:17])[CH2:14][CH2:13][NH:12]1. Product: [F:1][C:2]1[CH:9]=[CH:8][CH:7]=[CH:6][C:3]=1[CH2:4][N:12]1[CH2:13][CH2:14][CH:15]([OH:17])[CH2:16][CH:11]1[CH3:10]. The catalyst class is: 8.